Dataset: Peptide-MHC class I binding affinity with 185,985 pairs from IEDB/IMGT. Task: Regression. Given a peptide amino acid sequence and an MHC pseudo amino acid sequence, predict their binding affinity value. This is MHC class I binding data. (1) The peptide sequence is AIFASSMTK. The MHC is HLA-A11:01 with pseudo-sequence HLA-A11:01. The binding affinity (normalized) is 0.865. (2) The binding affinity (normalized) is 0. The MHC is HLA-B51:01 with pseudo-sequence HLA-B51:01. The peptide sequence is LATLRKYCI. (3) The peptide sequence is LISLNSMYT. The MHC is HLA-A68:02 with pseudo-sequence HLA-A68:02. The binding affinity (normalized) is 0.221.